From a dataset of Experimentally validated miRNA-target interactions with 360,000+ pairs, plus equal number of negative samples. Binary Classification. Given a miRNA mature sequence and a target amino acid sequence, predict their likelihood of interaction. (1) The miRNA is hsa-miR-154-5p with sequence UAGGUUAUCCGUGUUGCCUUCG. The protein sequence of the target gene is MDNRFATAFVIACVLSLISTIYMAASIGTDFWYEYRSPVQENSSDLNKSIWDEFISDEADEKTYNDALFRYNGTVGLWRRCITIPKNMHWYSPPERTESFDVVTKCVSFTLTEQFMEKFVDPGNHNSGIDLLRTYLWRCQFLLPFVSLGLMCFGALIGLCACICRSLYPTIATGILHLLAGLCTLGSVSCYVAGIELLHQKLELPDNVSGEFGWSFCLACVSAPLQFMASALFIWAAHTNRKEYTLMKAYRVA. Result: 1 (interaction). (2) The miRNA is hsa-miR-616-5p with sequence ACUCAAAACCCUUCAGUGACUU. The protein sequence of the target gene is MTVTVVYDNSEATELCAAQHLYLKPIAKLMINVLLPECIEPVRPFSNWEVLDQLKSLICPDQFTTVRLSKSTKDFIRFEGEAETRSLVQILKAKLHGKIIKLNGLKTDLKVVATDAQGEWEHFPKEKEASVIEGAEEQDHDKGPDSIYFEGLPCKWFAPKGSSGEKPCEEILRVVFESFGKIKNVDIPMLDPYREVMTGGSFGGLNFGLQTFEAFIQYQESTDFIKAMESLRGMKLMLKGDDGKALACNIKVMFDTTKHFSEGAIQRRNQERLKLQELEEERKKEKKREEEVAERKRKDE.... Result: 0 (no interaction). (3) The miRNA is hsa-miR-744-3p with sequence CUGUUGCCACUAACCUCAACCU. The protein sequence of the target gene is MSHIQIPPGLTELLQGYTVEVLRQQPPDLVEFAVEYFTRLREARAPASVLPAATPRQSLGHPPPEPGPDRVADAKGDSESEEDEDLEVPVPSRFNRRVSVCAETYNPDEEEEDTDPRVIHPKTDEQRCRLQEACKDILLFKNLDQEQLSQVLDAMFERIVKADEHVIDQGDDGDNFYVIERGTYDILVTKDNQTRSVGQYDNRGSFGELALMYNTPRAATIVATSEGSLWGLDRVTFRRIIVKNNAKKRKMFESFIESVPLLKSLEVSERMKIVDVIGEKIYKDGERIITQGEKADSFYI.... Result: 1 (interaction). (4) The protein sequence of the target gene is MAETVADTRRLITKPQNLNDAYGPPSNFLEIDVSNPQTVGVGRGRFTTYEIRVKTNLPIFKLKESTVRRRYSDFEWLRSELERESKVVVPPLPGKAFLRQLPFRGDDGIFDDNFIEERKQGLEQFINKVAGHPLAQNERCLHMFLQDEIIDKSYTPSKIRHA. The miRNA is hsa-miR-30a-5p with sequence UGUAAACAUCCUCGACUGGAAG. Result: 1 (interaction). (5) The miRNA is hsa-miR-3941 with sequence UUACACACAACUGAGGAUCAUA. The protein sequence of the target gene is MGSAAMDTKKKKEVSSPGGSSGKKNPSLKRRSLRVHIPDLSSFAMPLLDGDVENSEKHSSRKVDSPFSSGSPSRGLFSRGPQPRPSSPVSAPVRPKTSPGSPKTVFPFSYQESPPRSPRRMSFSGIFRSSSKESSPNSNPSTSPGGIRFFSRSRKTSSVSSSPSTPTQVTKQHPFPLESYKQEPERPESRIYASSSPPDTGQRFCLAFQSPARPPLASPTYHAPLRTAVLAAAPGPAEAGMLEKLEFQEEEDSESGVYMRFMRSHKCYDIVPTSSKLVVFDTTLQVKKAFFALVANGVRA.... Result: 0 (no interaction). (6) The miRNA is hsa-miR-1470 with sequence GCCCUCCGCCCGUGCACCCCG. The protein sequence of the target gene is MFRTKRSALVRRLWRSRAPGGEDEEEGVGGGGGGGELRGEGATDGRAYGAGGGGAGRAGCCLGKAVRGAKGHHHPHPPTSGAGAAGGAEADLKALTHSVLKKLKERQLELLLQAVESRGGTRTACLLLPGRLDCRLGPGAPASAQPAQPPSSYSLPLLLCKVFRWPDLRHSSEVKRLCCCESYGKINPELVCCNPHHLSRLCELESPPPPYSRYPMDFLKPTAGCPDAVPSSAETGGTNYLAPGGLSDSQLLLEPGDRSHWCVVAYWEEKTRVGRLYCVQEPSLDIFYDLPQGNGFCLGQ.... Result: 0 (no interaction).